From a dataset of Full USPTO retrosynthesis dataset with 1.9M reactions from patents (1976-2016). Predict the reactants needed to synthesize the given product. (1) Given the product [C:12]1([C:5]2[N:4]=[N:3][C:2]([NH2:18])=[C:7]([C:8]([F:11])([F:10])[F:9])[CH:6]=2)[CH:17]=[CH:16][CH:15]=[CH:14][CH:13]=1, predict the reactants needed to synthesize it. The reactants are: Cl[C:2]1[N:3]=[N:4][C:5]([C:12]2[CH:17]=[CH:16][CH:15]=[CH:14][CH:13]=2)=[CH:6][C:7]=1[C:8]([F:11])([F:10])[F:9].[NH3:18]. (2) Given the product [Br:24][C:22]1[CH:21]=[C:17]([CH:16]=[C:15]([C:13]#[N:14])[CH:23]=1)[C:18]([NH:9][C:8]1[CH:10]=[CH:11][CH:12]=[C:6]([C:5]2[NH:1][N:2]=[N:3][N:4]=2)[CH:7]=1)=[O:19], predict the reactants needed to synthesize it. The reactants are: [NH:1]1[C:5]([C:6]2[CH:7]=[C:8]([CH:10]=[CH:11][CH:12]=2)[NH2:9])=[N:4][N:3]=[N:2]1.[C:13]([C:15]1[CH:16]=[C:17]([CH:21]=[C:22]([Br:24])[CH:23]=1)[C:18](O)=[O:19])#[N:14]. (3) Given the product [CH2:1]([O:8][C:9]([CH3:29])([CH3:28])/[CH:10]=[CH:11]/[CH2:12][C@:13]1([C:18]([OH:20])=[O:19])[CH2:16][C:15](=[O:17])[O:14]1)[C:2]1[CH:7]=[CH:6][CH:5]=[CH:4][CH:3]=1, predict the reactants needed to synthesize it. The reactants are: [CH2:1]([O:8][C:9]([CH3:29])([CH3:28])/[CH:10]=[CH:11]/[CH2:12][C@:13]1([C:18]([O:20]CC2C=CC=CC=2)=[O:19])[CH2:16][C:15](=[O:17])[O:14]1)[C:2]1[CH:7]=[CH:6][CH:5]=[CH:4][CH:3]=1.C([SiH](CC)CC)C. (4) Given the product [OH:1][C@@H:2]([C:13]1[C:14]([CH3:36])=[N:15][O:16][C:17]=1[C:18]1[CH:23]=[CH:22][C:21]([C:24]2[CH:29]=[CH:28][C:27]([C:30]3([C:33]([NH:64][S:61]([CH3:60])(=[O:63])=[O:62])=[O:35])[CH2:31][CH2:32]3)=[CH:26][CH:25]=2)=[CH:20][CH:19]=1)[CH2:3][O:4][C@@H:5]([C:7]1[CH:8]=[CH:9][CH:10]=[CH:11][CH:12]=1)[CH3:6], predict the reactants needed to synthesize it. The reactants are: [OH:1][C@@H:2]([C:13]1[C:14]([CH3:36])=[N:15][O:16][C:17]=1[C:18]1[CH:23]=[CH:22][C:21]([C:24]2[CH:29]=[CH:28][C:27]([C:30]3([C:33]([OH:35])=O)[CH2:32][CH2:31]3)=[CH:26][CH:25]=2)=[CH:20][CH:19]=1)[CH2:3][O:4][C@@H:5]([C:7]1[CH:12]=[CH:11][CH:10]=[CH:9][CH:8]=1)[CH3:6].C(N1C=CN=C1)(N1C=CN=C1)=O.N12CCCN=C1CCCCC2.[CH3:60][S:61]([NH2:64])(=[O:63])=[O:62]. (5) Given the product [O:34]1[CH2:35][CH2:36][O:37][CH:33]1[CH2:32][C:20]1[CH:29]=[CH:28][C:23]2[C:24](=[O:27])[O:25][CH2:26][C:22]=2[CH:21]=1, predict the reactants needed to synthesize it. The reactants are: F[B-](F)(F)F.C([PH+](C(C)(C)C)C(C)(C)C)(C)(C)C.Br[C:20]1[CH:29]=[CH:28][C:23]2[C:24](=[O:27])[O:25][CH2:26][C:22]=2[CH:21]=1.Br[Zn][CH2:32][CH:33]1[O:37][CH2:36][CH2:35][O:34]1. (6) Given the product [ClH:1].[NH2:2][C:3]1([C:14]([O:16][CH3:18])=[O:15])[C:11]2[C:6](=[C:7]([F:13])[CH:8]=[C:9]([F:12])[CH:10]=2)[CH2:5][CH2:4]1, predict the reactants needed to synthesize it. The reactants are: [ClH:1].[NH2:2][C:3]1([C:14]([OH:16])=[O:15])[C:11]2[C:6](=[C:7]([F:13])[CH:8]=[C:9]([F:12])[CH:10]=2)[CH2:5][CH2:4]1.Cl.[CH3:18]O. (7) Given the product [F:21][C:20]([F:23])([F:22])[C:19]1[N:2]=[C:1]([NH:4][C:5]2[CH:6]=[CH:7][C:8]([CH:11]([CH3:16])[C:12]([O:14][CH3:15])=[O:13])=[CH:9][CH:10]=2)[S:3][CH:18]=1, predict the reactants needed to synthesize it. The reactants are: [C:1]([NH:4][C:5]1[CH:10]=[CH:9][C:8]([CH:11]([CH3:16])[C:12]([O:14][CH3:15])=[O:13])=[CH:7][CH:6]=1)(=[S:3])[NH2:2].Br[CH2:18][C:19](=O)[C:20]([F:23])([F:22])[F:21].